This data is from Full USPTO retrosynthesis dataset with 1.9M reactions from patents (1976-2016). The task is: Predict the reactants needed to synthesize the given product. (1) Given the product [Br-:18].[N:1](=[CH:19]/[C:20]1[CH:21]=[CH:22][C:23]([O:27][CH2:28][CH2:29][CH2:30][CH2:31][CH2:32][CH2:33][N+:35]2[CH:40]=[CH:39][CH:38]=[CH:37][CH:36]=2)=[CH:24][C:25]=1[OH:26])\[N:2]=[CH:3]\[C:4]1[CH:5]=[CH:6][C:7]([O:11][CH2:12][CH2:13][CH2:14][CH2:15][CH2:16][CH2:17][N+:35]2[CH:40]=[CH:39][CH:38]=[CH:37][CH:36]=2)=[CH:8][C:9]=1[OH:10].[Br-:18], predict the reactants needed to synthesize it. The reactants are: [N:1](=[CH:19]/[C:20]1[C:25]([OH:26])=[CH:24][C:23]([O:27][CH2:28][CH2:29][CH2:30][CH2:31][CH2:32][CH2:33]Br)=[CH:22][CH:21]=1)\[N:2]=[CH:3]\[C:4]1[C:9]([OH:10])=[CH:8][C:7]([O:11][CH2:12][CH2:13][CH2:14][CH2:15][CH2:16][CH2:17][Br:18])=[CH:6][CH:5]=1.[N:35]1[CH:40]=[CH:39][CH:38]=[CH:37][CH:36]=1. (2) The reactants are: ClC(Cl)(O[C:5](=[O:11])OC(Cl)(Cl)Cl)Cl.Cl.Cl.[N:15]1([C:22]2[CH:23]=[C:24]([C:28]3[N:32]([CH3:33])[C:31]4[CH:34]=[CH:35][CH:36]=[CH:37][C:30]=4[N:29]=3)[CH:25]=[CH:26][CH:27]=2)[CH2:21][CH2:20][CH2:19][NH:18][CH2:17][CH2:16]1.CCN(C(C)C)C(C)C.[CH3:47][N:48]1[CH2:53][CH2:52][NH:51][CH2:50][CH2:49]1.C([O-])(O)=O.[Na+]. Given the product [CH3:33][N:32]1[C:31]2[CH:34]=[CH:35][CH:36]=[CH:37][C:30]=2[N:29]=[C:28]1[C:24]1[CH:23]=[C:22]([N:15]2[CH2:21][CH2:20][CH2:19][N:18]([C:5]([N:51]3[CH2:52][CH2:53][N:48]([CH3:47])[CH2:49][CH2:50]3)=[O:11])[CH2:17][CH2:16]2)[CH:27]=[CH:26][CH:25]=1, predict the reactants needed to synthesize it. (3) The reactants are: [NH2:1][C:2]1[CH:12]=[CH:11][C:5]([C:6]([O:8][CH2:9][CH3:10])=[O:7])=[CH:4][CH:3]=1.[F:13][C:14]([F:27])([F:26])[S:15](O[S:15]([C:14]([F:27])([F:26])[F:13])(=[O:17])=[O:16])(=[O:17])=[O:16].C(N(CC)CC)C. Given the product [F:13][C:14]([F:27])([F:26])[S:15]([NH:1][C:2]1[CH:3]=[CH:4][C:5]([C:6]([O:8][CH2:9][CH3:10])=[O:7])=[CH:11][CH:12]=1)(=[O:17])=[O:16], predict the reactants needed to synthesize it. (4) The reactants are: C[C:2]1([O:22][C@H:21]([CH2:23][O:24][CH2:25][C:26]2[CH:31]=[CH:30][C:29]([Cl:32])=[CH:28][C:27]=2[Cl:33])[C@@H:10]([O:11][CH2:12][C:13]2[CH:18]=[CH:17][C:16]([Cl:19])=[CH:15][C:14]=2[Cl:20])[C@H:5]1[O:6]C(=O)C)[O:3][CH3:4]. Given the product [Cl:20][C:14]1[CH:15]=[C:16]([Cl:19])[CH:17]=[CH:18][C:13]=1[CH2:12][O:11][C@@H:10]1[C@@H:21]([CH2:23][O:24][CH2:25][C:26]2[CH:31]=[CH:30][C:29]([Cl:32])=[CH:28][C:27]=2[Cl:33])[O:22][CH:2]([O:3][CH3:4])[C@@H:5]1[OH:6], predict the reactants needed to synthesize it. (5) Given the product [NH2:22][C:23]1[CH:24]=[C:25]([CH3:53])[C:26]([CH2:30][CH2:31][S:32]([N:35]2[CH2:36][CH2:37][C:38]3([N:42]=[C:41]([CH:43]4[CH2:48][CH2:47][CH:46]([CH3:49])[CH2:45][CH2:44]4)[NH:40][C:39]3=[O:50])[CH2:51][CH2:52]2)(=[O:34])=[O:33])=[C:27]([CH3:29])[C:28]=1[I:5], predict the reactants needed to synthesize it. The reactants are: I(Cl)(=O)=O.[I:5](Cl)(=O)=O.C([N+](C)(C)C)C1C=CC=CC=1.Cl.Cl.[NH2:22][C:23]1[CH:28]=[C:27]([CH3:29])[C:26]([CH2:30][CH2:31][S:32]([N:35]2[CH2:52][CH2:51][C:38]3([N:42]=[C:41]([CH:43]4[CH2:48][CH2:47][CH:46]([CH3:49])[CH2:45][CH2:44]4)[NH:40][C:39]3=[O:50])[CH2:37][CH2:36]2)(=[O:34])=[O:33])=[C:25]([CH3:53])[CH:24]=1.C(=O)([O-])[O-].[Ca+2].C(=O)(O)[O-].[Na+]. (6) Given the product [F:34][C:31]1[CH:32]=[CH:33][C:28]([C:17]2[C:16]([C:14]3[CH:13]=[CH:12][N:11]=[C:10]([NH:9][CH3:8])[CH:15]=3)=[CH:20][N:19]([C:21]3[CH:26]=[CH:25][C:24](=[O:39])[NH:23][N:22]=3)[N:18]=2)=[CH:29][CH:30]=1, predict the reactants needed to synthesize it. The reactants are: C(OC([CH2:8][NH:9][C:10]1[CH:15]=[C:14]([C:16]2[C:17]([C:28]3[CH:33]=[CH:32][C:31]([F:34])=[CH:30][CH:29]=3)=[N:18][N:19]([C:21]3[N:22]=[N:23][C:24](Cl)=[CH:25][CH:26]=3)[CH:20]=2)[CH:13]=[CH:12][N:11]=1)=O)(C)(C)C.C([O:39]C(NC1C=C(C2C(C3C=CC(F)=CC=3)=NN(C3N=NC(Cl)=CC=3)C=2)C=CN=1)=O)(C)(C)C. (7) Given the product [CH3:20][O:21][C:22]1[CH:23]=[C:24]([NH:34][C:35]2[S:36][C:2]([CH2:3][C:4]3[CH:9]=[CH:8][CH:7]=[C:6]([O:10][C:11]([F:16])([F:15])[CH:12]([F:14])[F:13])[CH:5]=3)=[C:17]([CH3:18])[N:37]=2)[CH:25]=[CH:26][C:27]=1[N:28]1[CH:32]=[C:31]([CH3:33])[N:30]=[CH:29]1, predict the reactants needed to synthesize it. The reactants are: Cl[CH:2]([C:17](=O)[CH3:18])[CH2:3][C:4]1[CH:9]=[CH:8][CH:7]=[C:6]([O:10][C:11]([F:16])([F:15])[CH:12]([F:14])[F:13])[CH:5]=1.[CH3:20][O:21][C:22]1[CH:23]=[C:24]([NH:34][C:35]([NH2:37])=[S:36])[CH:25]=[CH:26][C:27]=1[N:28]1[CH:32]=[C:31]([CH3:33])[N:30]=[CH:29]1. (8) Given the product [N:1]([C:2]1[CH:7]=[CH:6][C:5]([C@@H:8]2[O:13][CH2:12][CH2:11][N:10]([C:14]([O:16][C:17]([CH3:20])([CH3:19])[CH3:18])=[O:15])[CH2:9]2)=[CH:4][CH:3]=1)=[N+:25]=[N-:26], predict the reactants needed to synthesize it. The reactants are: [NH2:1][C:2]1[CH:7]=[CH:6][C:5]([C@@H:8]2[O:13][CH2:12][CH2:11][N:10]([C:14]([O:16][C:17]([CH3:20])([CH3:19])[CH3:18])=[O:15])[CH2:9]2)=[CH:4][CH:3]=1.N([O-])=O.[Na+].[N-:25]=[N+:26]=[N-].[Na+].C(OCC)(=O)C. (9) The reactants are: [NH2:1][C@@H:2]([C:5]([OH:7])=[O:6])[CH2:3][OH:4].C([BH3-])#N.[Na+].[CH:12](=O)[C:13]1[CH:18]=[CH:17][CH:16]=[CH:15][CH:14]=1. Given the product [CH2:12]([NH:1][C@@H:2]([C:5]([OH:7])=[O:6])[CH2:3][OH:4])[C:13]1[CH:18]=[CH:17][CH:16]=[CH:15][CH:14]=1, predict the reactants needed to synthesize it. (10) Given the product [CH2:1]([CH:3]1[C:11]2[C:6](=[CH:7][CH:8]=[C:9]([C:12]3[CH:13]=[N:14][N:15]([CH3:17])[CH:16]=3)[CH:10]=2)[N:5]([C:19]2[C:23]3[CH2:24][N:25]([C:28](=[O:30])[CH3:29])[CH2:26][CH2:27][C:22]=3[N:21]([CH:31]3[CH2:35][CH2:34][O:33][CH2:32]3)[N:20]=2)[CH2:4]1)[CH3:2], predict the reactants needed to synthesize it. The reactants are: [CH2:1]([CH:3]1[C:11]2[C:6](=[CH:7][CH:8]=[C:9]([C:12]3[CH:13]=[N:14][N:15]([CH3:17])[CH:16]=3)[CH:10]=2)[NH:5][CH2:4]1)[CH3:2].Br[C:19]1[C:23]2[CH2:24][N:25]([C:28](=[O:30])[CH3:29])[CH2:26][CH2:27][C:22]=2[N:21]([CH:31]2[CH2:35][CH2:34][O:33][CH2:32]2)[N:20]=1.C(O[Na])(C)(C)C.COC(C)(C)C.C1(P(C2CCCCC2)C2C=CC=CC=2C2C(OC(C)C)=CC=CC=2OC(C)C)CCCCC1.